Predict the product of the given reaction. From a dataset of Forward reaction prediction with 1.9M reactions from USPTO patents (1976-2016). (1) The product is: [C:1]([O:5][C@@H:6]([C:11]1[C:40]([CH3:41])=[C:39]([CH3:42])[C:38]2=[N:43][C:35]3=[CH:36][N:37]2[C:12]=1[N:13]1[CH2:14][CH2:15][C:16]([CH3:50])([O:17][CH2:18][CH2:19][CH2:20][CH2:21][C@H:22]([CH3:47])[O:23][C:24]2[CH:25]=[C:26]([F:46])[C:27]([F:45])=[CH:28][C:29]=2[C:30]2[CH:44]=[C:34]3[CH:33]=[CH:32][CH:31]=2)[CH2:48][CH2:49]1)[C:7]([OH:9])=[O:8])([CH3:4])([CH3:2])[CH3:3]. Given the reactants [C:1]([O:5][C@@H:6]([C:11]1[C:40]([CH3:41])=[C:39]([CH3:42])[C:38]2=[N:43][C:35]3=[CH:36][N:37]2[C:12]=1[N:13]1[CH2:49][CH2:48][C:16]([CH3:50])([O:17][CH2:18][CH2:19][CH2:20][CH2:21][C@H:22]([CH3:47])[O:23][C:24]2[CH:25]=[C:26]([F:46])[C:27]([F:45])=[CH:28][C:29]=2[C:30]2[CH:44]=[C:34]3[CH:33]=[CH:32][CH:31]=2)[CH2:15][CH2:14]1)[C:7]([O:9]C)=[O:8])([CH3:4])([CH3:3])[CH3:2].C(O[C@@H](C1C(C)=CC2=NC3=C(Cl)N2C=1N1CCC(C)(OCCCC[C@H](C)OC2C=CC(C)=CC=2C2C=C3C=CC=2)CC1)C(O)=O)(C)(C)C, predict the reaction product. (2) The product is: [CH3:33][Si:2]([CH3:32])([CH3:1])[CH2:3][CH2:4][O:5][CH2:6][N:7]1[C:15]2[CH2:14][CH:13]3[CH2:12][CH:11]([CH2:16]3)[C:10]=2[C:9]([C:29]([OH:31])=[O:30])=[N:8]1. Given the reactants [CH3:1][Si:2]([CH3:33])([CH3:32])[CH2:3][CH2:4][O:5][CH2:6][N:7]1[C:15]2[CH2:14][CH:13]([C:16]3C=NN(COCC[Si](C)(C)C)C=3)[CH2:12][CH2:11][C:10]=2[C:9]([C:29]([OH:31])=[O:30])=[N:8]1.C12CC(C1)CCC2=O, predict the reaction product. (3) Given the reactants Br[C:2]1[CH:3]=[C:4]([N:8]([C:15]2[CH:20]=[CH:19][CH:18]=[CH:17][CH:16]=2)[C:9]2[CH:14]=[CH:13][CH:12]=[CH:11][CH:10]=2)[CH:5]=[CH:6][CH:7]=1.[Mg].II.[CH2:24](Br)[CH:25]=[CH2:26], predict the reaction product. The product is: [CH2:26]([C:2]1[CH:3]=[C:4]([N:8]([C:15]2[CH:20]=[CH:19][CH:18]=[CH:17][CH:16]=2)[C:9]2[CH:14]=[CH:13][CH:12]=[CH:11][CH:10]=2)[CH:5]=[CH:6][CH:7]=1)[CH:25]=[CH2:24]. (4) Given the reactants CN1CCCC1=O.[NH:8]1[CH:12]=[CH:11][N:10]=[C:9]1[CH:13]=[O:14].C(=O)([O-])[O-].[K+].[K+].Cl[CH2:22][C:23]([O:25][CH2:26][CH3:27])=[O:24], predict the reaction product. The product is: [CH:13]([C:9]1[N:8]([CH2:22][C:23]([O:25][CH2:26][CH3:27])=[O:24])[CH:12]=[CH:11][N:10]=1)=[O:14]. (5) Given the reactants [CH3:1][C@H:2]1[N:7]([C:8]2[CH:13]=[CH:12][C:11]([C:14]([F:17])([F:16])[F:15])=[CH:10][N:9]=2)[CH2:6][CH2:5][N:4]([CH2:18][C:19]2[C:20]([CH:24]=O)=[N:21][NH:22][CH:23]=2)[CH2:3]1.[N:26]1[CH:31]=[CH:30][C:29]([NH2:32])=[C:28]([NH2:33])[CH:27]=1.OS([O-])=O.[Na+].O, predict the reaction product. The product is: [CH3:1][C@H:2]1[N:7]([C:8]2[CH:13]=[CH:12][C:11]([C:14]([F:17])([F:16])[F:15])=[CH:10][N:9]=2)[CH2:6][CH2:5][N:4]([CH2:18][C:19]2[C:20]([C:24]3[NH:32][C:29]4[CH:30]=[CH:31][N:26]=[CH:27][C:28]=4[N:33]=3)=[N:21][NH:22][CH:23]=2)[CH2:3]1.